This data is from Peptide-MHC class II binding affinity with 134,281 pairs from IEDB. The task is: Regression. Given a peptide amino acid sequence and an MHC pseudo amino acid sequence, predict their binding affinity value. This is MHC class II binding data. (1) The peptide sequence is KMIGGIGGFIKVRQYDQIPI. The binding affinity (normalized) is 0.220. The MHC is DRB1_0404 with pseudo-sequence DRB1_0404. (2) The peptide sequence is VVVHITDDNEEPIAA. The MHC is HLA-DPA10103-DPB10401 with pseudo-sequence HLA-DPA10103-DPB10401. The binding affinity (normalized) is 0. (3) The peptide sequence is KQQVIAELYEKFFRI. The MHC is HLA-DQA10201-DQB10202 with pseudo-sequence HLA-DQA10201-DQB10202. The binding affinity (normalized) is 0.258. (4) The peptide sequence is YTKKEAFNVENGNAT. The MHC is DRB1_0401 with pseudo-sequence DRB1_0401. The binding affinity (normalized) is 0.417.